This data is from NCI-60 drug combinations with 297,098 pairs across 59 cell lines. The task is: Regression. Given two drug SMILES strings and cell line genomic features, predict the synergy score measuring deviation from expected non-interaction effect. (1) Drug 1: C1=CC(=CC=C1CCC2=CNC3=C2C(=O)NC(=N3)N)C(=O)NC(CCC(=O)O)C(=O)O. Drug 2: C1C(C(OC1N2C=C(C(=O)NC2=O)F)CO)O. Cell line: SF-539. Synergy scores: CSS=63.0, Synergy_ZIP=-8.66, Synergy_Bliss=-9.09, Synergy_Loewe=-1.57, Synergy_HSA=0.619. (2) Drug 1: CC1CC(C(C(C=C(C(C(C=CC=C(C(=O)NC2=CC(=O)C(=C(C1)C2=O)OC)C)OC)OC(=O)N)C)C)O)OC. Drug 2: C1CCC(C(C1)[NH-])[NH-].C(=O)(C(=O)[O-])[O-].[Pt+4]. Cell line: SK-OV-3. Synergy scores: CSS=54.4, Synergy_ZIP=4.27, Synergy_Bliss=3.41, Synergy_Loewe=-1.82, Synergy_HSA=5.34.